This data is from Reaction yield outcomes from USPTO patents with 853,638 reactions. The task is: Predict the reaction yield, written as a fraction of the theoretical maximum amount of product (1.0 means a 100% yield; for example, 0.34 means a 34% yield). (1) The yield is 0.0720. The reactants are CN(C)CCO.[Li]CCCC.[N:12]1[CH:17]=[CH:16][CH:15]=[CH:14][C:13]=1[N:18]1[CH2:23][CH2:22][O:21][CH2:20][CH2:19]1.[CH2:24]([Sn:28](Cl)([CH2:33][CH2:34][CH2:35][CH3:36])[CH2:29][CH2:30][CH2:31][CH3:32])[CH2:25][CH2:26][CH3:27]. The product is [CH2:33]([Sn:28]([CH2:24][CH2:25][CH2:26][CH3:27])([CH2:29][CH2:30][CH2:31][CH3:32])[C:17]1[N:12]=[C:13]([N:18]2[CH2:19][CH2:20][O:21][CH2:22][CH2:23]2)[CH:14]=[CH:15][CH:16]=1)[CH2:34][CH2:35][CH3:36]. The catalyst is CCCCCC.O. (2) The reactants are Br[CH2:2][CH2:3][CH2:4][CH2:5][CH2:6][O:7][C:8]1[CH:13]=[CH:12][C:11]([OH:14])=[CH:10][CH:9]=1.[CH3:15][NH:16][C:17]1[CH:22]=[CH:21][CH:20]=[CH:19][CH:18]=1.C(N(C(C)C)CC)(C)C. The catalyst is C(#N)C. The product is [CH3:15][N:16]([C:17]1[CH:22]=[CH:21][CH:20]=[CH:19][CH:18]=1)[CH2:2][CH2:3][CH2:4][CH2:5][CH2:6][O:7][C:8]1[CH:13]=[CH:12][C:11]([OH:14])=[CH:10][CH:9]=1. The yield is 0.300. (3) The reactants are [Br:1][C:2]1[CH:3]=[CH:4][C:5]2[C:11]3[S:12][C:13]([C:15]([NH:17][C:18]4[CH:19]=[C:20]([CH:25]=[CH:26][C:27]=4[Cl:28])[C:21]([O:23][CH3:24])=[O:22])=[O:16])=[CH:14][C:10]=3[CH2:9][CH2:8][O:7][C:6]=2[CH:29]=1.[C:30]([O-])([O-])=O.[Cs+].[Cs+].CI. The catalyst is CN(C=O)C. The product is [Br:1][C:2]1[CH:3]=[CH:4][C:5]2[C:11]3[S:12][C:13]([C:15]([N:17]([C:18]4[CH:19]=[C:20]([CH:25]=[CH:26][C:27]=4[Cl:28])[C:21]([O:23][CH3:24])=[O:22])[CH3:30])=[O:16])=[CH:14][C:10]=3[CH2:9][CH2:8][O:7][C:6]=2[CH:29]=1. The yield is 0.940.